From a dataset of Catalyst prediction with 721,799 reactions and 888 catalyst types from USPTO. Predict which catalyst facilitates the given reaction. (1) Reactant: [CH:1]1[C:13]2[CH:12]([CH2:14][O:15][C:16](=[O:30])[NH:17][C:18]3[CH:23]=[C:22]([S:24](Cl)(=[O:26])=[O:25])[C:21]([CH3:28])=[CH:20][C:19]=3[CH3:29])[C:11]3[C:6](=[CH:7][CH:8]=[CH:9][CH:10]=3)[C:5]=2[CH:4]=[CH:3][CH:2]=1.[N:31]1[CH:36]=[CH:35][CH:34]=[C:33]([CH2:37][NH2:38])[CH:32]=1.N1C=CC=CC=1. Product: [CH:1]1[C:13]2[CH:12]([CH2:14][O:15][C:16](=[O:30])[NH:17][C:18]3[CH:23]=[C:22]([S:24]([NH:38][CH2:37][C:33]4[CH:32]=[N:31][CH:36]=[CH:35][CH:34]=4)(=[O:26])=[O:25])[C:21]([CH3:28])=[CH:20][C:19]=3[CH3:29])[C:11]3[C:6](=[CH:7][CH:8]=[CH:9][CH:10]=3)[C:5]=2[CH:4]=[CH:3][CH:2]=1. The catalyst class is: 2. (2) Reactant: Cl[C:2]1[N:10]=[C:9]([CH3:11])[CH:8]=[CH:7][C:3]=1[C:4]([OH:6])=[O:5].[NH3:12]. Product: [NH2:12][C:2]1[N:10]=[C:9]([CH3:11])[CH:8]=[CH:7][C:3]=1[C:4]([OH:6])=[O:5]. The catalyst class is: 5. (3) Reactant: [F:1][C:2]1[CH:7]=[CH:6][CH:5]=[C:4]([F:8])[C:3]=1[C:9]1[O:10][C:11]([C:17]2[CH:22]=[CH:21][C:20]([O:23][CH2:24][CH:25]3[CH2:27][O:26]3)=[CH:19][CH:18]=2)=[C:12]([C:14]([NH2:16])=[O:15])[N:13]=1.[NH:28]1[CH2:33][CH2:32][CH2:31][CH2:30][CH2:29]1. Product: [F:8][C:4]1[CH:5]=[CH:6][CH:7]=[C:2]([F:1])[C:3]=1[C:9]1[O:10][C:11]([C:17]2[CH:18]=[CH:19][C:20]([O:23][CH2:24][CH:25]([OH:26])[CH2:27][N:28]3[CH2:33][CH2:32][CH2:31][CH2:30][CH2:29]3)=[CH:21][CH:22]=2)=[C:12]([C:14]([NH2:16])=[O:15])[N:13]=1. The catalyst class is: 5. (4) Reactant: Cl[CH2:2][C:3]1[CH:4]=[N:5][N:6]([CH3:8])[CH:7]=1.[CH2:9]([S-:11])[CH3:10].[Na+]. Product: [CH2:9]([S:11][CH2:2][C:3]1[CH:4]=[N:5][N:6]([CH3:8])[CH:7]=1)[CH3:10]. The catalyst class is: 9.